Dataset: Forward reaction prediction with 1.9M reactions from USPTO patents (1976-2016). Task: Predict the product of the given reaction. (1) Given the reactants [C:1]([C:4]1[CH:28]=[CH:27][C:7]([O:8][CH2:9][C:10]2[CH:11]=[C:12]([CH:24]=[CH:25][CH:26]=2)[C:13]([NH:15][C:16]2[CH:21]=[CH:20][CH:19]=[C:18]([C:22]#[N:23])[CH:17]=2)=[O:14])=[C:6]([CH2:29][CH2:30][CH3:31])[C:5]=1[OH:32])(=[O:3])[CH3:2].[N-:33]=[N+:34]=[N-:35].[Na+].[Cl-].[NH4+], predict the reaction product. The product is: [C:1]([C:4]1[CH:28]=[CH:27][C:7]([O:8][CH2:9][C:10]2[CH:11]=[C:12]([CH:24]=[CH:25][CH:26]=2)[C:13]([NH:15][C:16]2[CH:21]=[CH:20][CH:19]=[C:18]([C:22]3[N:33]=[N:34][NH:35][N:23]=3)[CH:17]=2)=[O:14])=[C:6]([CH2:29][CH2:30][CH3:31])[C:5]=1[OH:32])(=[O:3])[CH3:2]. (2) Given the reactants [C:1]([CH:3]([CH2:9][CH2:10][CH2:11][CH2:12][CH2:13][CH2:14][CH3:15])[C:4](=O)[CH2:5][CH2:6][CH3:7])#[N:2].[NH2:16][C:17]1[N:21]=[CH:20][NH:19][N:18]=1.[C:22]1(C)C=CC(S(O)(=O)=O)=CC=1, predict the reaction product. The product is: [NH2:2][C:1]1[N:18]2[N:19]=[CH:20][N:21]=[C:17]2[N:16]=[C:4]([CH2:5][CH2:6][CH3:7])[C:3]=1[CH2:9][CH2:10][CH2:11][CH2:12][CH2:13][CH2:14][CH2:15][CH3:22].